This data is from Catalyst prediction with 721,799 reactions and 888 catalyst types from USPTO. The task is: Predict which catalyst facilitates the given reaction. (1) Product: [P:1]([OH:8])([OH:3])([O:13][CH2:14][O:15][C:16]1[CH:21]=[CH:20][C:19]([CH2:22][N:23]([CH2:32][CH:33]2[CH2:34][CH2:35][CH2:36]2)[C:24]([C:26]2[NH:30][N:29]=[C:28]([Cl:31])[CH:27]=2)=[O:25])=[C:18]([F:37])[CH:17]=1)=[O:2]. The catalyst class is: 10. Reactant: [P:1]([O:13][CH2:14][O:15][C:16]1[CH:21]=[CH:20][C:19]([CH2:22][N:23]([CH2:32][CH:33]2[CH2:36][CH2:35][CH2:34]2)[C:24]([C:26]2[NH:30][N:29]=[C:28]([Cl:31])[CH:27]=2)=[O:25])=[C:18]([F:37])[CH:17]=1)([O:8]C(C)(C)C)([O:3]C(C)(C)C)=[O:2].C(O)(C(F)(F)F)=O.[SiH](CC)(CC)CC. (2) Reactant: [C:1]([O:5][C:6]([N:8]1[CH2:13][CH2:12][O:11][CH2:10][C@H:9]1/[CH:14]=[CH:15]/[C:16](OCC)=[O:17])=[O:7])([CH3:4])([CH3:3])[CH3:2].[H-]. Product: [C:1]([O:5][C:6]([N:8]1[CH2:13][CH2:12][O:11][CH2:10][C@H:9]1/[CH:14]=[CH:15]/[CH2:16][OH:17])=[O:7])([CH3:4])([CH3:3])[CH3:2]. The catalyst class is: 11.